The task is: Binary Classification. Given a T-cell receptor sequence (or CDR3 region) and an epitope sequence, predict whether binding occurs between them.. This data is from TCR-epitope binding with 47,182 pairs between 192 epitopes and 23,139 TCRs. The epitope is KAYNVTQAF. The TCR CDR3 sequence is CASTPGLWNTEAFF. Result: 0 (the TCR does not bind to the epitope).